Predict the reactants needed to synthesize the given product. From a dataset of Full USPTO retrosynthesis dataset with 1.9M reactions from patents (1976-2016). (1) The reactants are: [F:1][CH:2]1[CH2:7][CH2:6][N:5]([C:8]([C:10]2[N:11]=[C:12]([C:15]([NH:17][NH:18][C:19](=O)[CH2:20][C:21]([CH3:27])([CH3:26])[C:22]([O:24][CH3:25])=[O:23])=[O:16])[S:13][CH:14]=2)=[O:9])[CH2:4][CH2:3]1.N1C=CC=CC=1.O(S(C(F)(F)F)(=O)=O)S(C(F)(F)F)(=O)=O. Given the product [F:1][CH:2]1[CH2:7][CH2:6][N:5]([C:8]([C:10]2[N:11]=[C:12]([C:15]3[O:16][C:19]([CH2:20][C:21]([CH3:26])([CH3:27])[C:22]([O:24][CH3:25])=[O:23])=[N:18][N:17]=3)[S:13][CH:14]=2)=[O:9])[CH2:4][CH2:3]1, predict the reactants needed to synthesize it. (2) Given the product [ClH:23].[ClH:23].[ClH:23].[NH2:1][C:2]1[N:7]=[CH:6][C:5]([N:8]2[CH2:14][CH:13]3[NH:15][CH:10]([CH2:11][CH2:12]3)[CH2:9]2)=[CH:4][CH:3]=1, predict the reactants needed to synthesize it. The reactants are: [NH2:1][C:2]1[N:7]=[CH:6][C:5]([N:8]2[CH2:14][CH:13]3[N:15](C(OC(C)(C)C)=O)[CH:10]([CH2:11][CH2:12]3)[CH2:9]2)=[CH:4][CH:3]=1.[ClH:23].CCOCC. (3) Given the product [Br:11][CH2:12][C:13]([NH:7][C:6]1[CH:8]=[CH:9][CH:10]=[C:4]([F:3])[CH:5]=1)=[O:14], predict the reactants needed to synthesize it. The reactants are: [OH-].[Na+].[F:3][C:4]1[CH:5]=[C:6]([CH:8]=[CH:9][CH:10]=1)[NH2:7].[Br:11][CH2:12][C:13](Br)=[O:14]. (4) Given the product [ClH:44].[NH2:8][CH2:9][C:10]1[CH:11]=[C:12]([C:16]2[CH:21]=[C:20]([CH2:22][C:23]([NH:25][CH3:26])=[O:24])[CH:19]=[C:18]([O:28][C:29]3[N:34]=[C:33]([O:35][C@H:36]([CH2:40][CH3:41])[C:37]([OH:39])=[O:38])[C:32]([F:42])=[CH:31][C:30]=3[F:43])[CH:17]=2)[CH:13]=[CH:14][CH:15]=1, predict the reactants needed to synthesize it. The reactants are: FC(F)(F)C(O)=O.[NH2:8][CH2:9][C:10]1[CH:11]=[C:12]([C:16]2[CH:21]=[C:20]([CH2:22][C:23]([N:25](C)[CH3:26])=[O:24])[CH:19]=[C:18]([O:28][C:29]3[N:34]=[C:33]([O:35][C@H:36]([CH2:40][CH3:41])[C:37]([OH:39])=[O:38])[C:32]([F:42])=[CH:31][C:30]=3[F:43])[CH:17]=2)[CH:13]=[CH:14][CH:15]=1.[ClH:44]. (5) Given the product [NH2:23][C:21]1[CH:20]=[CH:19][C:18]2[C:14]3[CH:13]=[C:12]([S:9]([NH:8][C@H:3]([CH:2]([CH3:1])[CH3:28])[C:4]([O:6][CH3:7])=[O:5])(=[O:10])=[O:11])[CH:27]=[CH:26][C:15]=3[O:16][C:17]=2[CH:22]=1, predict the reactants needed to synthesize it. The reactants are: [CH3:1][CH:2]([CH3:28])[C@@H:3]([NH:8][S:9]([C:12]1[CH:27]=[CH:26][C:15]2[O:16][C:17]3[CH:22]=[C:21]([N+:23]([O-])=O)[CH:20]=[CH:19][C:18]=3[C:14]=2[CH:13]=1)(=[O:11])=[O:10])[C:4]([O:6][CH3:7])=[O:5].